Dataset: Reaction yield outcomes from USPTO patents with 853,638 reactions. Task: Predict the reaction yield, written as a fraction of the theoretical maximum amount of product (1.0 means a 100% yield; for example, 0.34 means a 34% yield). (1) The reactants are [F:1][C:2]([F:36])([F:35])[C:3]1[CH:4]=[C:5]([C:13]([CH3:34])([CH3:33])[C:14]([N:16]([C:18]2[CH:19]=[N:20][C:21](Cl)=[CH:22][C:23]=2[C:24]2[CH:29]=[CH:28][C:27]([F:30])=[CH:26][C:25]=2[CH3:31])[CH3:17])=[O:15])[CH:6]=[C:7]([C:9]([F:12])([F:11])[F:10])[CH:8]=1.C[O:38][CH2:39][C@@H:40]1[CH2:44][CH2:43][C@@H:42]([CH2:45][O:46]C)[NH:41]1.[OH-].[Na+].B(Br)(Br)Br. The catalyst is [Br-].C([N+](C)(C)C)CCCCCCCCCCCCCCC.ClCCl.CC(C)([P](C(C)(C)C)([Pd][P](C(C)(C)C)(C(C)(C)C)C(C)(C)C)C(C)(C)C)C.C1(C)C=CC=CC=1. The product is [OH:38][CH2:39][C@H:40]1[CH2:44][CH2:43][C@@H:42]([CH2:45][OH:46])[N:41]1[C:21]1[N:20]=[CH:19][C:18]([N:16]([CH3:17])[C:14](=[O:15])[C:13]([C:5]2[CH:4]=[C:3]([C:2]([F:36])([F:35])[F:1])[CH:8]=[C:7]([C:9]([F:12])([F:11])[F:10])[CH:6]=2)([CH3:34])[CH3:33])=[C:23]([C:24]2[CH:29]=[CH:28][C:27]([F:30])=[CH:26][C:25]=2[CH3:31])[CH:22]=1.[OH:38][CH2:39][C@@H:40]1[CH2:44][CH2:43][C@@H:42]([CH2:45][OH:46])[N:41]1[C:21]1[N:20]=[CH:19][C:18]([N:16]([CH3:17])[C:14](=[O:15])[C:13]([C:5]2[CH:4]=[C:3]([C:2]([F:36])([F:35])[F:1])[CH:8]=[C:7]([C:9]([F:12])([F:11])[F:10])[CH:6]=2)([CH3:34])[CH3:33])=[C:23]([C:24]2[CH:29]=[CH:28][C:27]([F:30])=[CH:26][C:25]=2[CH3:31])[CH:22]=1. The yield is 0.0200. (2) The catalyst is C1COCC1. The reactants are C(OC[Li])C.C(C1C=CC(C2C=CC(C(C)(C)C)=CC=2)=CC=1)(C)(C)C.[CH2:26]([O:28][CH2:29]Cl)[CH3:27].[Br:31][C:32]1[CH:37]=[CH:36][C:35]([NH:38][C:39]2[C:40]([CH:49]=[O:50])=[CH:41][C:42]3[NH:46][CH:45]=[N:44][C:43]=3[C:47]=2[F:48])=[C:34]([Cl:51])[CH:33]=1. The product is [Br:31][C:32]1[CH:37]=[CH:36][C:35]([NH:38][C:39]2[C:40]([CH:49]([OH:50])[CH2:29][O:28][CH2:26][CH3:27])=[CH:41][C:42]3[NH:46][CH:45]=[N:44][C:43]=3[C:47]=2[F:48])=[C:34]([Cl:51])[CH:33]=1. The yield is 0.440. (3) The reactants are [OH:1][C:2]1[CH:3]=[C:4]2[C:9](=[CH:10][CH:11]=1)[C@@H:8]([CH2:12][CH2:13][Br:14])[NH:7][CH2:6][CH2:5]2.[F:15][C:16]([F:21])([F:20])[C:17]([NH2:19])=[O:18].C(=O)([O-])[O-].[K+].[K+].[CH3:28][N:29]([CH3:33])[C:30](Cl)=[O:31].O. The catalyst is CN(C)C=O. The product is [CH3:28][N:29]([CH3:33])[C:30]([O:1][C:2]1[CH:3]=[C:4]2[C:9](=[CH:10][CH:11]=1)[C@@H:8]([CH2:12][CH2:13][Br:14])[NH:7][CH2:6][CH2:5]2)=[O:31].[F:15][C:16]([F:21])([F:20])[C:17]([NH2:19])=[O:18]. The yield is 0.520.